From a dataset of Reaction yield outcomes from USPTO patents with 853,638 reactions. Predict the reaction yield, written as a fraction of the theoretical maximum amount of product (1.0 means a 100% yield; for example, 0.34 means a 34% yield). (1) The reactants are [Cr](O[Cr]([O-])(=O)=O)([O-])(=O)=O.[NH+]1C=CC=CC=1.[NH+]1C=CC=CC=1.CN(C=O)C.[CH3:27][C:28]1([CH3:37])[O:32][C@H:31]2[CH2:33][O:34][CH:35]([OH:36])[C@H:30]2[O:29]1.[O-][Si]([O-])=O.[Mg+2]. The catalyst is C(OCC)(=O)C. The product is [CH3:27][C:28]1([CH3:37])[O:32][C@H:31]2[CH2:33][O:34][C:35](=[O:36])[C@H:30]2[O:29]1. The yield is 0.710. (2) The reactants are [OH:1][C:2]1[C:3](=[O:16])[CH:4]=[C:5]([CH2:8][O:9][CH:10]2[CH2:15][CH2:14][CH2:13][CH2:12][O:11]2)[O:6][CH:7]=1.C([O-])([O-])=O.[Cs+].[Cs+].[Br:23][CH2:24][CH:25]=[CH:26][CH2:27]Br. No catalyst specified. The product is [Br:23][CH2:24]/[CH:25]=[CH:26]/[CH2:27][O:1][C:2]1[C:3](=[O:16])[CH:4]=[C:5]([CH2:8][O:9][CH:10]2[CH2:15][CH2:14][CH2:13][CH2:12][O:11]2)[O:6][CH:7]=1. The yield is 0.120. (3) The reactants are C[O:2][C:3](=O)[C:4]1[CH:9]=[C:8]([I:10])[CH:7]=[CH:6][C:5]=1[O:11][Si:12]([CH:19]([CH3:21])[CH3:20])([CH:16]([CH3:18])[CH3:17])[CH:13]([CH3:15])[CH3:14].[H-].C([Al+]CC(C)C)C(C)C. The catalyst is C(Cl)Cl. The product is [I:10][C:8]1[CH:7]=[CH:6][C:5]([O:11][Si:12]([CH:16]([CH3:18])[CH3:17])([CH:19]([CH3:21])[CH3:20])[CH:13]([CH3:14])[CH3:15])=[C:4]([CH2:3][OH:2])[CH:9]=1. The yield is 0.390. (4) The reactants are [Cl:1][C:2]1[N:11]=[CH:10][C:9]2[CH2:8][CH2:7][CH2:6]/[C:5](=N\O)/[C:4]=2[N:3]=1.C([O-])(O)=[O:15].[Na+]. The catalyst is CC(C)=O.O.Cl. The product is [Cl:1][C:2]1[N:11]=[CH:10][C:9]2[CH2:8][CH2:7][CH2:6][C:5](=[O:15])[C:4]=2[N:3]=1. The yield is 0.760. (5) The reactants are Br[C:2]1[N:3]=[C:4]([O:12][CH3:13])[C:5]2[N:6]([CH:9]=[CH:10][N:11]=2)[C:7]=1[Cl:8].[C:14]([C:16]1[CH:21]=[CH:20][C:19](B(O)O)=[CH:18][CH:17]=1)#[N:15].P([O-])([O-])([O-])=O.[K+].[K+].[K+]. The catalyst is O1CCOCC1.O.C1C=CC([P]([Pd]([P](C2C=CC=CC=2)(C2C=CC=CC=2)C2C=CC=CC=2)([P](C2C=CC=CC=2)(C2C=CC=CC=2)C2C=CC=CC=2)[P](C2C=CC=CC=2)(C2C=CC=CC=2)C2C=CC=CC=2)(C2C=CC=CC=2)C2C=CC=CC=2)=CC=1. The product is [Cl:8][C:7]1[N:6]2[CH:9]=[CH:10][N:11]=[C:5]2[C:4]([O:12][CH3:13])=[N:3][C:2]=1[C:19]1[CH:20]=[CH:21][C:16]([C:14]#[N:15])=[CH:17][CH:18]=1. The yield is 0.800.